Dataset: Reaction yield outcomes from USPTO patents with 853,638 reactions. Task: Predict the reaction yield, written as a fraction of the theoretical maximum amount of product (1.0 means a 100% yield; for example, 0.34 means a 34% yield). (1) The reactants are Cl.Cl.[NH2:3][CH2:4][C@@:5]1([OH:13])[CH:10]2[CH2:11][CH2:12][N:7]([CH2:8][CH2:9]2)[CH2:6]1.C([O-])([O-])=O.[Cs+].[Cs+].[Br:20][C:21]1[CH:22]=[C:23]2[C:28](=[CH:29][CH:30]=1)[CH:27]=[N:26][C:25]([N:31]=[C:32]=S)=[CH:24]2.C(N=C=NC(C)C)(C)C. The catalyst is CN(C)C=O. The product is [Br:20][C:21]1[CH:22]=[C:23]2[C:28](=[CH:29][CH:30]=1)[CH:27]=[N:26][C:25]([NH:31][C:32]1[O:13][C@:5]3([CH2:4][N:3]=1)[CH:10]1[CH2:9][CH2:8][N:7]([CH2:12][CH2:11]1)[CH2:6]3)=[CH:24]2. The yield is 0.360. (2) The reactants are Cl.[CH:2]1([C:5]2[N:10]=[CH:9][C:8]([NH:11][C:12]([CH:14]([NH:16]C(=O)OC(C)(C)C)[CH3:15])=[O:13])=[C:7]([NH:24][CH2:25][CH3:26])[CH:6]=2)[CH2:4][CH2:3]1.C(N(CC)CC)C.[C:34]([C:36]1[N:41]=[CH:40][C:39]([S:42](Cl)(=[O:44])=[O:43])=[CH:38][CH:37]=1)#[N:35]. The catalyst is C(Cl)Cl.C(OCC)(=O)C. The product is [C:34]([C:36]1[N:41]=[CH:40][C:39]([S:42]([NH:16][CH:14]([CH3:15])[C:12]([NH:11][C:8]2[CH:9]=[N:10][C:5]([CH:2]3[CH2:3][CH2:4]3)=[CH:6][C:7]=2[NH:24][CH2:25][CH3:26])=[O:13])(=[O:44])=[O:43])=[CH:38][CH:37]=1)#[N:35]. The yield is 0.460. (3) The reactants are [N:1]([C:4]1[N:9]=[C:8]([O:10][CH2:11][C:12]([F:15])([F:14])[F:13])[CH:7]=[C:6]([O:16][CH2:17][C:18]([F:21])([F:20])[F:19])[N:5]=1)=[C:2]=[O:3].[Br:22][C:23]1[CH:30]=[CH:29][C:26]([NH:27][CH3:28])=[CH:25][CH:24]=1. The catalyst is O1CCOCC1. The product is [F:15][C:12]([F:13])([F:14])[CH2:11][O:10][C:8]1[CH:7]=[C:6]([O:16][CH2:17][C:18]([F:21])([F:20])[F:19])[N:5]=[C:4]([NH:1][C:2](=[O:3])[N:27]([CH3:28])[C:26]2[CH:29]=[CH:30][C:23]([Br:22])=[CH:24][CH:25]=2)[N:9]=1. The yield is 0.910.